Task: Predict the reactants needed to synthesize the given product.. Dataset: Full USPTO retrosynthesis dataset with 1.9M reactions from patents (1976-2016) Given the product [C:40]([NH:39][C:35]1[CH:34]=[C:33]([CH:30]2[CH2:31][CH2:32][N:27]([CH2:26][CH2:25][CH2:24][NH:23][C:8](=[O:9])[C:7]([C:1]3[CH:2]=[CH:3][CH:4]=[CH:5][CH:6]=3)([C:17]3[CH:22]=[CH:21][CH:20]=[CH:19][CH:18]=3)[C:11]3[CH:12]=[CH:13][CH:14]=[CH:15][CH:16]=3)[CH2:28][CH2:29]2)[CH:38]=[CH:37][CH:36]=1)(=[O:42])[CH3:41], predict the reactants needed to synthesize it. The reactants are: [C:1]1([C:7]([C:17]2[CH:22]=[CH:21][CH:20]=[CH:19][CH:18]=2)([C:11]2[CH:16]=[CH:15][CH:14]=[CH:13][CH:12]=2)[C:8](O)=[O:9])[CH:6]=[CH:5][CH:4]=[CH:3][CH:2]=1.[NH2:23][CH2:24][CH2:25][CH2:26][N:27]1[CH2:32][CH2:31][CH:30]([C:33]2[CH:34]=[C:35]([NH:39][C:40](=[O:42])[CH3:41])[CH:36]=[CH:37][CH:38]=2)[CH2:29][CH2:28]1.